This data is from Reaction yield outcomes from USPTO patents with 853,638 reactions. The task is: Predict the reaction yield, written as a fraction of the theoretical maximum amount of product (1.0 means a 100% yield; for example, 0.34 means a 34% yield). (1) The reactants are [OH-].[Na+].BrBr.[OH:5][CH:6]1[C@H:11]([CH3:12])[CH2:10][CH2:9][C@@H:8]([C:13](=[O:15])C)[CH2:7]1.[O:16](Br)[Na].S([O-])([O-])=O.[Na+].[Na+].Cl. The catalyst is O.O1CCOCC1. The product is [OH:5][CH:6]1[C@H:11]([CH3:12])[CH2:10][CH2:9][C@@H:8]([C:13]([OH:15])=[O:16])[CH2:7]1. The yield is 0.900. (2) The reactants are F[C:2]1[CH:3]=[C:4]2[C:9](=[CH:10][C:11]=1[N+:12]([O-:14])=[O:13])[NH:8][C:7](=[O:15])[N:6]([NH:16][S:17]([CH3:20])(=[O:19])=[O:18])[C:5]2=[O:21].[CH2:22]([O:29][CH2:30][CH2:31][NH2:32])[C:23]1[CH:28]=[CH:27][CH:26]=[CH:25][CH:24]=1.Cl. The catalyst is C(O)C. The product is [CH2:22]([O:29][CH2:30][CH2:31][NH:32][C:2]1[CH:3]=[C:4]2[C:9](=[CH:10][C:11]=1[N+:12]([O-:14])=[O:13])[NH:8][C:7](=[O:15])[N:6]([NH:16][S:17]([CH3:20])(=[O:19])=[O:18])[C:5]2=[O:21])[C:23]1[CH:28]=[CH:27][CH:26]=[CH:25][CH:24]=1. The yield is 0.580. (3) The reactants are [CH3:1][O:2][C:3]1[CH:15]=[CH:14][C:6]([CH2:7][NH:8][C:9]2[S:10][CH:11]=[CH:12][N:13]=2)=[CH:5][CH:4]=1.C[Si]([N-][Si](C)(C)C)(C)C.[Li+].[Br:26][C:27]1[C:36]2[C:31](=[CH:32][C:33]([S:37](OC3C(F)=C(F)C(F)=C(F)C=3F)(=[O:39])=[O:38])=[CH:34][CH:35]=2)[CH:30]=[N:29][CH:28]=1. The catalyst is C1COCC1. The product is [Br:26][C:27]1[C:36]2[C:31](=[CH:32][C:33]([S:37]([N:8]([CH2:7][C:6]3[CH:5]=[CH:4][C:3]([O:2][CH3:1])=[CH:15][CH:14]=3)[C:9]3[S:10][CH:11]=[CH:12][N:13]=3)(=[O:39])=[O:38])=[CH:34][CH:35]=2)[CH:30]=[N:29][CH:28]=1. The yield is 0.530. (4) The reactants are [C:1]([C:3]1[CH:4]=[N:5][CH:6]=[CH:7][CH:8]=1)#[N:2].[CH3:9][O-:10].[Na+]. The catalyst is CO.O1CCOCC1. The product is [CH3:9][O:10][C:1](=[NH:2])[C:3]1[CH:8]=[CH:7][CH:6]=[N:5][CH:4]=1. The yield is 0.550. (5) The reactants are [C:1]([O:5][C:6](=[O:24])[N:7]([CH2:17][C:18]1[CH:23]=[CH:22][CH:21]=[CH:20][CH:19]=1)[CH2:8][CH2:9][C:10]1[CH:15]=[CH:14][C:13]([OH:16])=[CH:12][CH:11]=1)([CH3:4])([CH3:3])[CH3:2].C([O-])([O-])=O.[K+].[K+].[Cl:31][C:32]1[CH:39]=[C:38](F)[CH:37]=[CH:36][C:33]=1[C:34]#[N:35].O. The catalyst is CN(C=O)C. The product is [C:1]([O:5][C:6](=[O:24])[N:7]([CH2:17][C:18]1[CH:23]=[CH:22][CH:21]=[CH:20][CH:19]=1)[CH2:8][CH2:9][C:10]1[CH:15]=[CH:14][C:13]([O:16][C:38]2[CH:37]=[CH:36][C:33]([C:34]#[N:35])=[C:32]([Cl:31])[CH:39]=2)=[CH:12][CH:11]=1)([CH3:4])([CH3:2])[CH3:3]. The yield is 0.950. (6) The reactants are [NH2:1][C:2]1[CH:7]=[C:6]([O:8][CH3:9])[C:5]([O:10][CH3:11])=[CH:4][C:3]=1[NH:12][C:13]([C:15]1[C:19]([N+:20]([O-:22])=[O:21])=[CH:18][NH:17][N:16]=1)=O. The catalyst is C(O)(=O)C. The product is [CH3:11][O:10][C:5]1[C:6]([O:8][CH3:9])=[CH:7][C:2]2[NH:1][C:13]([C:15]3[C:19]([N+:20]([O-:22])=[O:21])=[CH:18][NH:17][N:16]=3)=[N:12][C:3]=2[CH:4]=1. The yield is 0.940. (7) The reactants are [C:1]([N:9]1[CH2:15][CH2:14][CH:13](Br)[C:12](=O)[C:11]2[CH:18]=[CH:19][CH:20]=[CH:21][C:10]1=2)(=[O:8])[C:2]1[CH:7]=[CH:6][CH:5]=[CH:4][CH:3]=1.[C:22]([NH2:25])(=[S:24])[CH3:23]. The catalyst is C(O)C. The product is [CH3:23][C:22]1[S:24][C:13]2[CH2:14][CH2:15][N:9]([C:1]([C:2]3[CH:7]=[CH:6][CH:5]=[CH:4][CH:3]=3)=[O:8])[C:10]3[CH:21]=[CH:20][CH:19]=[CH:18][C:11]=3[C:12]=2[N:25]=1. The yield is 0.700. (8) The reactants are [C:1]([O:5][C:6]([NH:8][C@H:9]1[CH2:15][CH2:14][CH2:13][CH2:12][N:11](C(OCC2C=CC=CC=2)=O)[CH2:10]1)=[O:7])([CH3:4])([CH3:3])[CH3:2].[H][H]. The catalyst is CO.[OH-].[OH-].[Pd+2]. The product is [NH:11]1[CH2:12][CH2:13][CH2:14][CH2:15][C@H:9]([NH:8][C:6](=[O:7])[O:5][C:1]([CH3:3])([CH3:2])[CH3:4])[CH2:10]1. The yield is 0.980. (9) The reactants are [F:1][C:2]1[CH:10]=[CH:9][CH:8]=[CH:7][C:3]=1[C:4]([OH:6])=O.[F:11][C:12]1[CH:17]=[CH:16][C:15]([NH:18][C:19]([C:21]2[C:25]([NH2:26])=[CH:24][NH:23][N:22]=2)=[O:20])=[CH:14][CH:13]=1.C(Cl)CCl.C1C=CC2N(O)N=NC=2C=1. The catalyst is CS(C)=O. The product is [F:11][C:12]1[CH:13]=[CH:14][C:15]([NH:18][C:19]([C:21]2[C:25]([NH:26][C:4](=[O:6])[C:3]3[CH:7]=[CH:8][CH:9]=[CH:10][C:2]=3[F:1])=[CH:24][NH:23][N:22]=2)=[O:20])=[CH:16][CH:17]=1. The yield is 0.190.